Dataset: Forward reaction prediction with 1.9M reactions from USPTO patents (1976-2016). Task: Predict the product of the given reaction. Given the reactants [CH3:1][O:2][C:3]1[C:4]([N+:10]([O-])=O)=[C:5]([OH:9])[CH:6]=[CH:7][CH:8]=1, predict the reaction product. The product is: [NH2:10][C:4]1[C:3]([O:2][CH3:1])=[CH:8][CH:7]=[CH:6][C:5]=1[OH:9].